This data is from Forward reaction prediction with 1.9M reactions from USPTO patents (1976-2016). The task is: Predict the product of the given reaction. (1) The product is: [CH3:1][NH:4][CH2:5][C:6]1[O:10][N:9]=[C:8]([C:11]2[CH:16]=[CH:15][C:14]([CH3:17])=[CH:13][CH:12]=2)[N:7]=1. Given the reactants [CH:1]([NH:4][CH2:5][C:6]1[O:10][N:9]=[C:8]([C:11]2[CH:16]=[CH:15][C:14]([CH3:17])=[CH:13][CH:12]=2)[N:7]=1)(C)C.ClCC(O/N=C(\N)/C1C=CC(C)=CC=1)=O.CN.C(=O)([O-])[O-].[K+].[K+], predict the reaction product. (2) Given the reactants [Cl:1][C:2]1[CH:26]=[CH:25][C:5]([CH2:6][NH:7][C:8]([C:10]2[C:19](=[O:20])[C:18]3[C:13](=[C:14]([I:23])[CH:15]=[C:16]([CH2:21]Cl)[CH:17]=3)[N:12]([CH3:24])[CH:11]=2)=[O:9])=[CH:4][CH:3]=1.C(N(CC)C(C)C)(C)C.[NH:36]1[CH2:41][CH2:40][O:39][CH2:38][CH2:37]1, predict the reaction product. The product is: [Cl:1][C:2]1[CH:3]=[CH:4][C:5]([CH2:6][NH:7][C:8]([C:10]2[C:19](=[O:20])[C:18]3[C:13](=[C:14]([I:23])[CH:15]=[C:16]([CH2:21][N:36]4[CH2:41][CH2:40][O:39][CH2:38][CH2:37]4)[CH:17]=3)[N:12]([CH3:24])[CH:11]=2)=[O:9])=[CH:25][CH:26]=1. (3) Given the reactants C1(C2C=CC(CNCCC3C=CC(F)=C(C(F)(F)F)C=3)=CC=2)CC1.[C:25]([C:29]1[CH:36]=[CH:35][C:32]([CH:33]=O)=[CH:31][C:30]=1[Cl:37])([CH3:28])([CH3:27])[CH3:26].[Cl:38][C:39]1[CH:40]=[C:41]([CH2:46][CH2:47][NH2:48])[CH:42]=[CH:43][C:44]=1[Cl:45].[BH4-].[Na+], predict the reaction product. The product is: [C:25]([C:29]1[CH:36]=[CH:35][C:32]([CH2:33][NH:48][CH2:47][CH2:46][C:41]2[CH:42]=[CH:43][C:44]([Cl:45])=[C:39]([Cl:38])[CH:40]=2)=[CH:31][C:30]=1[Cl:37])([CH3:28])([CH3:27])[CH3:26]. (4) Given the reactants Br[C:2]1[CH:11]=[CH:10][CH:9]=[C:8]2[C:3]=1[CH:4]=[CH:5][N:6]=[CH:7]2.[C:12](OC)(=[O:17])[C:13]([O:15][CH3:16])=[O:14], predict the reaction product. The product is: [CH3:16][O:15][C:13](=[O:14])[C:12]([C:2]1[CH:11]=[CH:10][CH:9]=[C:8]2[C:3]=1[CH:4]=[CH:5][N:6]=[CH:7]2)=[O:17]. (5) Given the reactants Br[C:2]1[CH:3]=[C:4]([C:9]2[N:10]=[C:11]([CH:21]([CH3:23])[CH3:22])[NH:12][C:13]=2[C:14]2[CH:19]=[CH:18][CH:17]=[C:16]([CH3:20])[N:15]=2)[CH:5]=[CH:6][C:7]=1[F:8].[CH2:24](N(CC)CC)[CH3:25].C[Si](C#C)(C)C.C(=O)([O-])[O-].[K+].[K+], predict the reaction product. The product is: [C:24]([C:2]1[CH:3]=[C:4]([C:9]2[N:10]=[C:11]([CH:21]([CH3:23])[CH3:22])[NH:12][C:13]=2[C:14]2[CH:19]=[CH:18][CH:17]=[C:16]([CH3:20])[N:15]=2)[CH:5]=[CH:6][C:7]=1[F:8])#[CH:25].